Regression. Given two drug SMILES strings and cell line genomic features, predict the synergy score measuring deviation from expected non-interaction effect. From a dataset of NCI-60 drug combinations with 297,098 pairs across 59 cell lines. (1) Drug 1: C1CCC(C1)C(CC#N)N2C=C(C=N2)C3=C4C=CNC4=NC=N3. Drug 2: CN(CCCl)CCCl.Cl. Cell line: UO-31. Synergy scores: CSS=14.4, Synergy_ZIP=-5.30, Synergy_Bliss=-1.01, Synergy_Loewe=-0.595, Synergy_HSA=0.139. (2) Drug 1: C1=CC=C(C=C1)NC(=O)CCCCCCC(=O)NO. Drug 2: C1CN(P(=O)(OC1)NCCCl)CCCl. Cell line: CAKI-1. Synergy scores: CSS=11.5, Synergy_ZIP=-7.79, Synergy_Bliss=-10.5, Synergy_Loewe=-23.6, Synergy_HSA=-9.31.